This data is from Full USPTO retrosynthesis dataset with 1.9M reactions from patents (1976-2016). The task is: Predict the reactants needed to synthesize the given product. (1) Given the product [S:4]1[C:8]2[CH:9]=[C:10]([NH:13][C:14]3[C:15]4[CH:22]=[C:21]([C:23]5[CH2:24][CH2:25][N:26]([C:37](=[O:38])[CH2:36][C:32]6[CH:31]=[N:30][CH:35]=[CH:34][CH:33]=6)[CH2:27][CH:28]=5)[NH:20][C:16]=4[N:17]=[CH:18][N:19]=3)[CH:11]=[CH:12][C:7]=2[N:6]=[CH:5]1, predict the reactants needed to synthesize it. The reactants are: Cl.Cl.Cl.[S:4]1[C:8]2[CH:9]=[C:10]([NH:13][C:14]3[C:15]4[CH:22]=[C:21]([C:23]5[CH2:24][CH2:25][NH:26][CH2:27][CH:28]=5)[NH:20][C:16]=4[N:17]=[CH:18][N:19]=3)[CH:11]=[CH:12][C:7]=2[N:6]=[CH:5]1.Cl.[N:30]1[CH:35]=[CH:34][CH:33]=[C:32]([CH2:36][C:37](O)=[O:38])[CH:31]=1.C(Cl)CCl.C(N(CC)C(C)C)(C)C. (2) The reactants are: [F:1][C:2]1[CH:21]=[C:20]([O:22][CH3:23])[C:19]([F:24])=[CH:18][C:3]=1[CH2:4][CH:5]1[C:9]2=[N:10][C:11]3[CH:16]=[CH:15][CH:14]=[CH:13][C:12]=3[N:8]2[C:7](=[O:17])[NH:6]1.Cl.[NH2:26][C:27]12[CH2:34][CH2:33][C:30]([OH:35])([CH2:31][CH2:32]1)[CH2:29][CH2:28]2.C(O)(C(F)(F)F)=O. Given the product [NH:8]1[C:12]2[CH:13]=[CH:14][CH:15]=[CH:16][C:11]=2[N:10]=[C:9]1[CH:5]([NH:6][C:7]([NH:26][C:27]12[CH2:34][CH2:33][C:30]([OH:35])([CH2:31][CH2:32]1)[CH2:29][CH2:28]2)=[O:17])[CH2:4][C:3]1[CH:18]=[C:19]([F:24])[C:20]([O:22][CH3:23])=[CH:21][C:2]=1[F:1], predict the reactants needed to synthesize it. (3) The reactants are: F[P-](F)(F)(F)(F)F.N1(OC(N(C)C)=[N+](C)C)C2C=CC=CC=2N=N1.[F:25][C:26]1[CH:34]=[CH:33][C:32]([CH2:35][C:36]2[C:45]3[C:40](=[CH:41][CH:42]=[CH:43][CH:44]=3)[C:39](=[O:46])[NH:38][N:37]=2)=[CH:31][C:27]=1[C:28]([OH:30])=O.C(N(CC)CC)C.Cl.[CH3:55][C:56]1([OH:62])[CH2:61][CH2:60][NH:59][CH2:58][CH2:57]1. Given the product [F:25][C:26]1[CH:34]=[CH:33][C:32]([CH2:35][C:36]2[C:45]3[C:40](=[CH:41][CH:42]=[CH:43][CH:44]=3)[C:39](=[O:46])[NH:38][N:37]=2)=[CH:31][C:27]=1[C:28]([N:59]1[CH2:60][CH2:61][C:56]([OH:62])([CH3:55])[CH2:57][CH2:58]1)=[O:30], predict the reactants needed to synthesize it. (4) Given the product [Cl:1][C:2]1[CH:20]=[CH:19][C:5]2[CH:6]([NH:24][CH2:23][CH2:21][OH:22])[C:7]3[CH:17]=[CH:16][CH:15]=[CH:14][C:8]=3[N:9]([CH3:13])[S:10](=[O:12])(=[O:11])[C:4]=2[CH:3]=1, predict the reactants needed to synthesize it. The reactants are: [Cl:1][C:2]1[CH:20]=[CH:19][C:5]2[CH:6](Cl)[C:7]3[CH:17]=[CH:16][CH:15]=[CH:14][C:8]=3[N:9]([CH3:13])[S:10](=[O:12])(=[O:11])[C:4]=2[CH:3]=1.[CH2:21]([CH2:23][NH2:24])[OH:22]. (5) Given the product [CH:21]([C:24]1[CH:29]=[CH:28][C:27]([O:20][C:17]2[CH:18]=[CH:19][C:14]([CH2:13][CH2:12][NH:11][C:4]3[C:5]4[C:10](=[N:9][CH:8]=[CH:7][N:6]=4)[N:1]=[CH:2][N:3]=3)=[CH:15][CH:16]=2)=[CH:26][CH:25]=1)([CH3:23])[CH3:22], predict the reactants needed to synthesize it. The reactants are: [N:1]1[C:10]2[C:5](=[N:6][CH:7]=[CH:8][N:9]=2)[C:4]([NH:11][CH2:12][CH2:13][C:14]2[CH:19]=[CH:18][C:17]([OH:20])=[CH:16][CH:15]=2)=[N:3][CH:2]=1.[CH:21]([C:24]1[CH:29]=[CH:28][C:27](B(O)O)=[CH:26][CH:25]=1)([CH3:23])[CH3:22].N1C=CC=CC=1. (6) Given the product [CH3:1][O:2][C:3]([C:5]1[C:13]([NH:14][C:15]2[CH:20]=[CH:19][C:18]([Br:21])=[CH:17][C:16]=2[Cl:22])=[C:12]([F:23])[C:8]2[N:9]=[CH:10][N:11]([CH3:26])[C:7]=2[CH:6]=1)=[O:4], predict the reactants needed to synthesize it. The reactants are: [CH3:1][O:2][C:3]([C:5]1[C:13]([NH:14][C:15]2[CH:20]=[CH:19][C:18]([Br:21])=[CH:17][C:16]=2[Cl:22])=[C:12]([F:23])[C:8]2[N:9]=[CH:10][NH:11][C:7]=2[CH:6]=1)=[O:4].IC.[C:26](=O)([O-])[O-].[K+].[K+]. (7) Given the product [C:15](=[O:26])([S:14][C:8]1[CH:13]=[CH:12][CH:11]=[CH:10][CH:9]=1)[CH2:16][CH2:17][CH2:18][CH2:19][CH2:20][CH2:21][CH2:22][CH2:23][CH:24]=[CH2:25], predict the reactants needed to synthesize it. The reactants are: C(N(CC)CC)C.[C:8]1([SH:14])[CH:13]=[CH:12][CH:11]=[CH:10][CH:9]=1.[C:15](Cl)(=[O:26])[CH2:16][CH2:17][CH2:18][CH2:19][CH2:20][CH2:21][CH2:22][CH2:23][CH:24]=[CH2:25]. (8) Given the product [Cl:42][CH:41]([Cl:43])[CH2:40][O:39][C:37](=[O:38])[NH:1][C:2]1[CH:7]=[CH:6][C:5]([S:8][C:9]2[CH:14]=[CH:13][C:12]([NH:15][C:16](=[O:26])[C:17]3[CH:22]=[CH:21][CH:20]=[C:19]([N:23]([CH3:25])[CH3:24])[CH:18]=3)=[CH:11][C:10]=2[N+:27]([O-:29])=[O:28])=[CH:4][CH:3]=1, predict the reactants needed to synthesize it. The reactants are: [NH2:1][C:2]1[CH:7]=[CH:6][C:5]([S:8][C:9]2[CH:14]=[CH:13][C:12]([NH:15][C:16](=[O:26])[C:17]3[CH:22]=[CH:21][CH:20]=[C:19]([N:23]([CH3:25])[CH3:24])[CH:18]=3)=[CH:11][C:10]=2[N+:27]([O-:29])=[O:28])=[CH:4][CH:3]=1.N1C=CC=CC=1.Cl[C:37]([O:39][CH2:40][C:41](Cl)([Cl:43])[Cl:42])=[O:38].O.